The task is: Predict the reactants needed to synthesize the given product.. This data is from Full USPTO retrosynthesis dataset with 1.9M reactions from patents (1976-2016). (1) Given the product [I:1][C:2]1[CH:3]=[C:4]2[C:9](=[CH:10][CH:11]=1)[O:8][C@@H:7]([C:12]([NH2:19])=[O:14])[CH2:6][CH2:5]2, predict the reactants needed to synthesize it. The reactants are: [I:1][C:2]1[CH:3]=[C:4]2[C:9](=[CH:10][CH:11]=1)[O:8][C@@H:7]([C:12]([OH:14])=O)[CH2:6][CH2:5]2.C([O-])(=O)C.[NH4+:19].O. (2) Given the product [C:1](/[CH:3]=[CH:4]/[S:5]([C:8]1[CH:9]=[CH:10][C:11]([C:14]([CH3:19])([CH3:18])[C:15]([NH:28][C:25]2[CH:26]=[CH:27][C:22]([O:21][CH3:20])=[CH:23][CH:24]=2)=[O:17])=[CH:12][CH:13]=1)(=[O:6])=[O:7])#[N:2], predict the reactants needed to synthesize it. The reactants are: [C:1](/[CH:3]=[CH:4]/[S:5]([C:8]1[CH:13]=[CH:12][C:11]([C:14]([CH3:19])([CH3:18])[C:15]([OH:17])=O)=[CH:10][CH:9]=1)(=[O:7])=[O:6])#[N:2].[CH3:20][O:21][C:22]1[CH:27]=[CH:26][C:25]([NH2:28])=[CH:24][CH:23]=1.Cl.CN(C)CCCN=C=NCC.ON1C2C=CC=CC=2N=N1.